From a dataset of Full USPTO retrosynthesis dataset with 1.9M reactions from patents (1976-2016). Predict the reactants needed to synthesize the given product. (1) Given the product [Br:13][C:7]1[C:8]([N+:10]([O-:12])=[O:11])=[CH:9][C:4]([OH:22])=[C:5]([CH:14]2[CH2:19][CH2:18][CH2:17][CH2:16][CH2:15]2)[CH:6]=1, predict the reactants needed to synthesize it. The reactants are: C(=O)([O-])OC[C:4]1[CH:9]=[C:8]([N+:10]([O-:12])=[O:11])[C:7]([Br:13])=[CH:6][C:5]=1[CH:14]1[CH2:19][CH2:18][CH2:17][CH2:16][CH2:15]1.[OH-:22].[K+].Cl. (2) Given the product [CH3:19][O:20][CH:21]([O:24][CH3:25])[CH2:22][O:23][C:2]1[CH:11]=[N:10][C:9]2[C:8](=[O:12])[NH:7][CH:6]=[N:5][C:4]=2[CH:3]=1, predict the reactants needed to synthesize it. The reactants are: Br[C:2]1[CH:11]=[N:10][C:9]2[C:8](=[O:12])[NH:7][CH:6]=[N:5][C:4]=2[CH:3]=1.C(=O)([O-])[O-].[Cs+].[Cs+].[CH3:19][O:20][CH:21]([O:24][CH3:25])[CH2:22][OH:23].[NH4+].[Cl-]. (3) Given the product [OH:3][CH2:4][CH:5]([NH:17][C:18]([C:20]1[C:29]2[C:24](=[CH:25][CH:26]=[C:27]([O:30][CH3:31])[CH:28]=2)[N:23]=[C:22]([C:32]2[CH:37]=[C:36]([O:38][CH3:39])[C:35]([O:40][CH3:41])=[C:34]([O:42][CH3:43])[CH:33]=2)[CH:21]=1)=[O:19])[CH2:6][C:7]1[C:16]2[C:11](=[CH:12][CH:13]=[CH:14][CH:15]=2)[CH:10]=[CH:9][CH:8]=1, predict the reactants needed to synthesize it. The reactants are: C([O:3][C:4](=O)[CH:5]([NH:17][C:18]([C:20]1[C:29]2[C:24](=[CH:25][CH:26]=[C:27]([O:30][CH3:31])[CH:28]=2)[N:23]=[C:22]([C:32]2[CH:37]=[C:36]([O:38][CH3:39])[C:35]([O:40][CH3:41])=[C:34]([O:42][CH3:43])[CH:33]=2)[CH:21]=1)=[O:19])[CH2:6][C:7]1[C:16]2[C:11](=[CH:12][CH:13]=[CH:14][CH:15]=2)[CH:10]=[CH:9][CH:8]=1)C.[BH4-].[Li+].